From a dataset of Forward reaction prediction with 1.9M reactions from USPTO patents (1976-2016). Predict the product of the given reaction. Given the reactants [N:1]1([C:7]([O:9][C@@H:10]([CH3:16])/[CH:11]=[CH:12]\[C:13]([OH:15])=O)=[O:8])[CH2:6][CH2:5][O:4][CH2:3][CH2:2]1.F[P-](F)(F)(F)(F)F.N1(OC(N(C)C)=[N+](C)C)C2N=CC=CC=2N=N1.CCN(C(C)C)C(C)C.[CH2:50]([C@@H:53]1[O:58][C@H:57]([CH3:59])[C@H:56]([NH2:60])[CH2:55][C@@H:54]1[CH3:61])[CH:51]=[CH2:52], predict the reaction product. The product is: [N:1]1([C:7]([O:9][C@H:10](/[CH:11]=[CH:12]\[C:13]([NH:60][C@@H:56]2[CH2:55][C@H:54]([CH3:61])[C@H:53]([CH2:50][CH:51]=[CH2:52])[O:58][C@@H:57]2[CH3:59])=[O:15])[CH3:16])=[O:8])[CH2:2][CH2:3][O:4][CH2:5][CH2:6]1.